Dataset: Peptide-MHC class I binding affinity with 185,985 pairs from IEDB/IMGT. Task: Regression. Given a peptide amino acid sequence and an MHC pseudo amino acid sequence, predict their binding affinity value. This is MHC class I binding data. (1) The peptide sequence is REEEEAGVLW. The MHC is HLA-B44:02 with pseudo-sequence HLA-B44:02. The binding affinity (normalized) is 0.636. (2) The peptide sequence is FLKDVMESM. The MHC is Mamu-A02 with pseudo-sequence Mamu-A02. The binding affinity (normalized) is 0.971.